From a dataset of CYP2C19 inhibition data for predicting drug metabolism from PubChem BioAssay. Regression/Classification. Given a drug SMILES string, predict its absorption, distribution, metabolism, or excretion properties. Task type varies by dataset: regression for continuous measurements (e.g., permeability, clearance, half-life) or binary classification for categorical outcomes (e.g., BBB penetration, CYP inhibition). Dataset: cyp2c19_veith. (1) The compound is CCN(CC)CCN1C(=O)C(=O)/C(=C(/O)c2cccc(OC)c2)C1c1ccccn1. The result is 0 (non-inhibitor). (2) The compound is CCC1=NN(C(=O)CCc2ccccc2)C(O)(C(F)(F)F)C1. The result is 1 (inhibitor). (3) The compound is O=C(/C=C\c1ccc(O)c(O)c1)O[C@@H](Cc1ccc(O)c(O)c1)C(=O)O. The result is 0 (non-inhibitor). (4) The drug is O=c1c(-c2ccc(Cl)cc2)nc2cnc(N3CCOCC3)nc2n1CCc1ccccc1. The result is 0 (non-inhibitor). (5) The molecule is O=C1c2ccccc2C(=O)N1CC(=O)N1c2ccccc2CCc2ccccc21. The result is 1 (inhibitor). (6) The compound is C/C(CC(=O)NC1CCCC1)=N\NC(=O)Cc1cccs1. The result is 0 (non-inhibitor). (7) The molecule is CNCCc1ccc(O)c(O)c1. The result is 0 (non-inhibitor). (8) The drug is COc1ccccc1C1=NOC(COC(=O)c2ccc3ccccc3n2)C1. The result is 1 (inhibitor).